This data is from Reaction yield outcomes from USPTO patents with 853,638 reactions. The task is: Predict the reaction yield, written as a fraction of the theoretical maximum amount of product (1.0 means a 100% yield; for example, 0.34 means a 34% yield). (1) The reactants are [C:1]1([CH3:20])[CH:6]=[CH:5][C:4]([NH:7][CH2:8][CH2:9][C:10]2[CH:11]=[N:12][C:13]([C:16]([F:19])([F:18])[F:17])=[CH:14][CH:15]=2)=[CH:3][CH:2]=1.[C:21]([C:29](O)=[O:30])(=[O:28])[C:22]1[CH:27]=[CH:26][CH:25]=[CH:24][CH:23]=1. No catalyst specified. The product is [OH:28][C@H:21]([C:22]1[CH:27]=[CH:26][CH:25]=[CH:24][CH:23]=1)[C:29]([N:7]([C:4]1[CH:3]=[CH:2][C:1]([CH3:20])=[CH:6][CH:5]=1)[CH2:8][CH2:9][C:10]1[CH:11]=[N:12][C:13]([C:16]([F:19])([F:17])[F:18])=[CH:14][CH:15]=1)=[O:30]. The yield is 0.322. (2) The reactants are [CH3:1][S:2]([O:5][C:6]1[C:18]2[CH2:17][O:16][C:15](=[O:19])[C:14]=2[C:13]([OH:20])=[C:12]2[C:7]=1[CH:8]=[C:9]([O:23][CH3:24])[C:10]([O:21][CH3:22])=[CH:11]2)(=[O:4])=[O:3].IC.[C:27](=O)([O-])[O-].[K+].[K+].[Cl-].[NH4+]. The catalyst is CN(C)C=O. The product is [CH3:1][S:2]([O:5][C:6]1[C:18]2[CH2:17][O:16][C:15](=[O:19])[C:14]=2[C:13]([O:20][CH3:27])=[C:12]2[C:7]=1[CH:8]=[C:9]([O:23][CH3:24])[C:10]([O:21][CH3:22])=[CH:11]2)(=[O:3])=[O:4]. The yield is 0.960.